From a dataset of Forward reaction prediction with 1.9M reactions from USPTO patents (1976-2016). Predict the product of the given reaction. Given the reactants [F:1][C:2]1[CH:3]=[C:4]([OH:9])[CH:5]=[C:6]([OH:8])[CH:7]=1.Br[CH2:11][CH:12]([CH3:14])[CH3:13].C([O-])([O-])=O.[K+].[K+].O, predict the reaction product. The product is: [F:1][C:2]1[CH:7]=[C:6]([OH:8])[CH:5]=[C:4]([O:9][CH2:11][CH:12]([CH3:14])[CH3:13])[CH:3]=1.